From a dataset of Reaction yield outcomes from USPTO patents with 853,638 reactions. Predict the reaction yield, written as a fraction of the theoretical maximum amount of product (1.0 means a 100% yield; for example, 0.34 means a 34% yield). (1) The reactants are [Cl:1][C:2]1[CH:3]=[C:4]([C:9]2[N:13]=[C:12]([NH2:14])[NH:11][N:10]=2)[CH:5]=[CH:6][C:7]=1[Cl:8].C([N:18]1[C:26]2[C:21](=[CH:22][C:23]([C:27](=O)[CH2:28][C:29](OCC)=[O:30])=[CH:24][CH:25]=2)[CH:20]=[N:19]1)(=O)C.CC1C=CC(S(O)(=O)=O)=CC=1. The catalyst is CCCCO. The product is [Cl:1][C:2]1[CH:3]=[C:4]([C:9]2[N:13]=[C:12]3[NH:14][C:27]([C:23]4[CH:22]=[C:21]5[C:26](=[CH:25][CH:24]=4)[NH:18][N:19]=[CH:20]5)=[CH:28][C:29](=[O:30])[N:11]3[N:10]=2)[CH:5]=[CH:6][C:7]=1[Cl:8]. The yield is 0.170. (2) The reactants are C(OC(=O)[NH:7][CH:8]1[CH2:13][CH2:12][N:11]([C:14]2[CH:19]=[CH:18][C:17]([S:20](=[O:28])(=[O:27])[NH:21][C:22]3[S:23][CH:24]=[CH:25][N:26]=3)=[CH:16][CH:15]=2)[CH2:10][CH2:9]1)(C)(C)C.C(O)(C(F)(F)F)=O.C([O-])(O)=O.[Na+].Cl. The catalyst is C(Cl)Cl. The product is [NH2:7][CH:8]1[CH2:9][CH2:10][N:11]([C:14]2[CH:19]=[CH:18][C:17]([S:20]([NH:21][C:22]3[S:23][CH:24]=[CH:25][N:26]=3)(=[O:28])=[O:27])=[CH:16][CH:15]=2)[CH2:12][CH2:13]1. The yield is 0.380.